From a dataset of NCI-60 drug combinations with 297,098 pairs across 59 cell lines. Regression. Given two drug SMILES strings and cell line genomic features, predict the synergy score measuring deviation from expected non-interaction effect. (1) Drug 2: CCC1(C2=C(COC1=O)C(=O)N3CC4=CC5=C(C=CC(=C5CN(C)C)O)N=C4C3=C2)O.Cl. Synergy scores: CSS=16.8, Synergy_ZIP=-3.81, Synergy_Bliss=-6.01, Synergy_Loewe=-41.6, Synergy_HSA=-4.96. Drug 1: CS(=O)(=O)CCNCC1=CC=C(O1)C2=CC3=C(C=C2)N=CN=C3NC4=CC(=C(C=C4)OCC5=CC(=CC=C5)F)Cl. Cell line: HT29. (2) Drug 1: CC1C(C(CC(O1)OC2CC(CC3=C2C(=C4C(=C3O)C(=O)C5=C(C4=O)C(=CC=C5)OC)O)(C(=O)C)O)N)O.Cl. Drug 2: COC1=NC(=NC2=C1N=CN2C3C(C(C(O3)CO)O)O)N. Cell line: NCI-H226. Synergy scores: CSS=7.74, Synergy_ZIP=-2.85, Synergy_Bliss=4.35, Synergy_Loewe=-8.85, Synergy_HSA=3.58. (3) Drug 1: CNC(=O)C1=NC=CC(=C1)OC2=CC=C(C=C2)NC(=O)NC3=CC(=C(C=C3)Cl)C(F)(F)F. Drug 2: C1=NNC2=C1C(=O)NC=N2. Cell line: SNB-75. Synergy scores: CSS=-0.215, Synergy_ZIP=-0.984, Synergy_Bliss=-2.26, Synergy_Loewe=-4.79, Synergy_HSA=-3.88. (4) Drug 1: COC1=CC(=CC(=C1O)OC)C2C3C(COC3=O)C(C4=CC5=C(C=C24)OCO5)OC6C(C(C7C(O6)COC(O7)C8=CC=CS8)O)O. Drug 2: COC1=NC(=NC2=C1N=CN2C3C(C(C(O3)CO)O)O)N. Cell line: A549. Synergy scores: CSS=42.6, Synergy_ZIP=8.28, Synergy_Bliss=8.49, Synergy_Loewe=-21.6, Synergy_HSA=7.06. (5) Drug 1: CN(CC1=CN=C2C(=N1)C(=NC(=N2)N)N)C3=CC=C(C=C3)C(=O)NC(CCC(=O)O)C(=O)O. Drug 2: CCC(=C(C1=CC=CC=C1)C2=CC=C(C=C2)OCCN(C)C)C3=CC=CC=C3.C(C(=O)O)C(CC(=O)O)(C(=O)O)O. Cell line: HCT116. Synergy scores: CSS=51.7, Synergy_ZIP=0.121, Synergy_Bliss=-7.54, Synergy_Loewe=-22.3, Synergy_HSA=-6.88. (6) Drug 1: CNC(=O)C1=NC=CC(=C1)OC2=CC=C(C=C2)NC(=O)NC3=CC(=C(C=C3)Cl)C(F)(F)F. Drug 2: CC(C)(C#N)C1=CC(=CC(=C1)CN2C=NC=N2)C(C)(C)C#N. Cell line: UO-31. Synergy scores: CSS=4.56, Synergy_ZIP=1.02, Synergy_Bliss=5.19, Synergy_Loewe=1.47, Synergy_HSA=2.16.